Dataset: Full USPTO retrosynthesis dataset with 1.9M reactions from patents (1976-2016). Task: Predict the reactants needed to synthesize the given product. (1) Given the product [Cl:1][C:2]1[C:10]2[C:5](=[CH:6][CH:7]=[CH:8][CH:9]=2)[NH:4][C:3]=1[C:11]([NH2:19])=[O:13], predict the reactants needed to synthesize it. The reactants are: [Cl:1][C:2]1[C:10]2[C:5](=[CH:6][CH:7]=[CH:8][CH:9]=2)[NH:4][C:3]=1[C:11]([OH:13])=O.S(Cl)(Cl)=O.C[N:19](C)C=O.N. (2) Given the product [N:39]([CH:2]([CH3:1])[CH2:3][CH2:4][C:5]1[CH:10]=[CH:9][C:8]([C:11]2[CH:16]=[CH:15][N:14]=[C:13]([NH:17][CH:18]3[CH2:19][C:20]([CH3:27])([CH3:26])[NH:21][C:22]([CH3:24])([CH3:25])[CH2:23]3)[N:12]=2)=[CH:7][CH:6]=1)=[N+:40]=[N-:41], predict the reactants needed to synthesize it. The reactants are: [CH3:1][CH:2](OS(C1C=CC(C)=CC=1)(=O)=O)[CH2:3][CH2:4][C:5]1[CH:10]=[CH:9][C:8]([C:11]2[CH:16]=[CH:15][N:14]=[C:13]([NH:17][CH:18]3[CH2:23][C:22]([CH3:25])([CH3:24])[NH:21][C:20]([CH3:27])([CH3:26])[CH2:19]3)[N:12]=2)=[CH:7][CH:6]=1.[N-:39]=[N+:40]=[N-:41].[Na+]. (3) Given the product [I:1][C:2]1[CH:3]=[C:4]([NH:5][NH2:11])[CH:6]=[C:7]([I:9])[CH:8]=1, predict the reactants needed to synthesize it. The reactants are: [I:1][C:2]1[CH:3]=[C:4]([CH:6]=[C:7]([I:9])[CH:8]=1)[NH2:5].O.[N:11]([O-])=O.[Na+].O.O.Cl[Sn]Cl. (4) Given the product [CH2:25]([O:32][CH2:33][CH2:34][CH2:35][CH2:36][CH2:37][N:20]1[C:10]2=[N:11][C:12]([C:13]3[CH:18]=[CH:17][C:16]([CH3:19])=[CH:15][CH:14]=3)=[C:7]([C:4]3[CH:5]=[CH:6][C:1]([CH3:24])=[CH:2][CH:3]=3)[N:8]=[C:9]2[CH2:23][CH2:22][CH2:21]1)[C:26]1[CH:31]=[CH:30][CH:29]=[CH:28][CH:27]=1, predict the reactants needed to synthesize it. The reactants are: [C:1]1([CH3:24])[CH:6]=[CH:5][C:4]([C:7]2[N:8]=[C:9]3[CH2:23][CH2:22][CH2:21][NH:20][C:10]3=[N:11][C:12]=2[C:13]2[CH:18]=[CH:17][C:16]([CH3:19])=[CH:15][CH:14]=2)=[CH:3][CH:2]=1.[CH2:25]([O:32][CH2:33][CH2:34][CH2:35][CH2:36][CH:37]=O)[C:26]1[CH:31]=[CH:30][CH:29]=[CH:28][CH:27]=1.C(O[BH-](OC(=O)C)OC(=O)C)(=O)C.[Na+].O. (5) Given the product [Br:1][C:2]1[C:3]([OH:13])=[C:4]([C:8]([CH3:12])=[C:9]([Cl:11])[CH:10]=1)[C:5]([NH:17][C:16]1[CH:18]=[CH:19][C:20]([S:22]([C:25]([F:28])([F:26])[F:27])(=[O:24])=[O:23])=[CH:21][C:15]=1[Cl:14])=[O:7], predict the reactants needed to synthesize it. The reactants are: [Br:1][C:2]1[C:3]([OH:13])=[C:4]([C:8]([CH3:12])=[C:9]([Cl:11])[CH:10]=1)[C:5]([OH:7])=O.[Cl:14][C:15]1[CH:21]=[C:20]([S:22]([C:25]([F:28])([F:27])[F:26])(=[O:24])=[O:23])[CH:19]=[CH:18][C:16]=1[NH2:17].